Dataset: Cav3 T-type calcium channel HTS with 100,875 compounds. Task: Binary Classification. Given a drug SMILES string, predict its activity (active/inactive) in a high-throughput screening assay against a specified biological target. (1) The compound is S(c1n(CC)c(nn1)c1ccncc1)CC(=O)Nc1c(OC)ccc(NC(=O)C)c1. The result is 0 (inactive). (2) The compound is O=C1N(CCC1)CCCNC(=O)c1cccnc1. The result is 0 (inactive). (3) The molecule is S(c1n(c2c(n(c(=O)n(c2=O)C)C)n1)CCC)CC(=O)NCc1occc1. The result is 0 (inactive). (4) The molecule is S(=O)(=O)(N(C)C)c1ccc(C(=O)NC(c2ccccc2)C)cc1. The result is 0 (inactive). (5) The result is 0 (inactive). The compound is S(c1n(c(nn1)c1cc2OCOc2cc1)C)CC(OC)=O.